Dataset: HIV replication inhibition screening data with 41,000+ compounds from the AIDS Antiviral Screen. Task: Binary Classification. Given a drug SMILES string, predict its activity (active/inactive) in a high-throughput screening assay against a specified biological target. (1) The compound is Cc1cn(C2CC(O[Si](C)(C)C(C)(C)C)C(CN(O)C(N)=O)O2)c(=O)[nH]c1=O. The result is 0 (inactive). (2) The drug is N#Cc1c(N)c(C(=O)O)nn(-c2cccc(C(F)(F)F)c2)c1=O. The result is 0 (inactive). (3) The result is 0 (inactive). The molecule is CCOP(=O)(CC1CC(O)(CNc2cc(Cl)nc(N)n2)C1)OCC. (4) The molecule is COCCN1C2=CCCCC2=Nc2c(O)nc(N)nc21. The result is 0 (inactive). (5) The drug is O=C1C=CC(=O)c2nc(-c3ccccc3)c(-c3ccccc3)nc21. The result is 0 (inactive). (6) The drug is N=C(N)Nc1ccc2oc(=O)ccc2c1. The result is 0 (inactive).